This data is from Forward reaction prediction with 1.9M reactions from USPTO patents (1976-2016). The task is: Predict the product of the given reaction. (1) Given the reactants [NH2:1][C:2]1[CH:7]=[C:6]([C:8]([C:10]2[C:18]3[CH:17]=[N:16][CH:15]=[N:14][C:13]=3[N:12]([C:19]([CH3:22])([CH3:21])[CH3:20])[CH:11]=2)=[O:9])[CH:5]=[CH:4][N:3]=1.[C:23]([C:25]1[CH:30]=[CH:29][C:28]([CH2:31][C:32](O)=[O:33])=[CH:27][CH:26]=1)#[N:24], predict the reaction product. The product is: [C:19]([N:12]1[C:13]2[N:14]=[CH:15][N:16]=[CH:17][C:18]=2[C:10]([C:8]([C:6]2[CH:5]=[CH:4][N:3]=[C:2]([NH:1][C:32](=[O:33])[CH2:31][C:28]3[CH:29]=[CH:30][C:25]([C:23]#[N:24])=[CH:26][CH:27]=3)[CH:7]=2)=[O:9])=[CH:11]1)([CH3:22])([CH3:21])[CH3:20]. (2) Given the reactants Br[C:2]1[CH:7]=[C:6]([C:8]([CH3:12])([CH3:11])[CH:9]=[CH2:10])[CH:5]=[CH:4][C:3]=1[O:13][CH3:14].[Li]CCCC.CN([CH:23]=[O:24])C, predict the reaction product. The product is: [CH3:11][C:8]([C:6]1[CH:5]=[CH:4][C:3]([O:13][CH3:14])=[C:2]([CH:7]=1)[CH:23]=[O:24])([CH3:12])[CH:9]=[CH2:10]. (3) Given the reactants [NH2:1][C:2]1[CH:7]=[CH:6][CH:5]=[CH:4][CH:3]=1.Cl[C:9](Cl)=[CH:10][C:11]([C:13]1[C:14]([Cl:20])=[N:15][C:16]([Cl:19])=[CH:17][CH:18]=1)=[O:12], predict the reaction product. The product is: [NH:1]([C:9]([NH:1][C:2]1[CH:7]=[CH:6][CH:5]=[CH:4][CH:3]=1)=[CH:10][C:11]([C:13]1[C:14]([Cl:20])=[N:15][C:16]([Cl:19])=[CH:17][CH:18]=1)=[O:12])[C:2]1[CH:7]=[CH:6][CH:5]=[CH:4][CH:3]=1. (4) Given the reactants Br[CH:2]1[O:10][C:9]2[CH:8]=[CH:7][N:6]=[C:5]([O:11][CH3:12])[C:4]=2[CH:3]1[Br:13].C1CCN2C(=NCCC2)CC1, predict the reaction product. The product is: [Br:13][C:3]1[C:4]2[C:5]([O:11][CH3:12])=[N:6][CH:7]=[CH:8][C:9]=2[O:10][CH:2]=1. (5) Given the reactants Br[C:2]1[CH:9]=[CH:8][C:5]([C:6]#[N:7])=[CH:4][CH:3]=1.[NH2:10][C@H:11]1[CH2:16][CH2:15][CH2:14][C@H:13]([NH:17][C:18](=[O:24])[O:19][C:20]([CH3:23])([CH3:22])[CH3:21])[CH2:12]1.CC(C)([O-])C.[Na+].[Cl-].[NH4+], predict the reaction product. The product is: [C:6]([C:5]1[CH:8]=[CH:9][C:2]([NH:10][C@H:11]2[CH2:16][CH2:15][CH2:14][C@H:13]([NH:17][C:18](=[O:24])[O:19][C:20]([CH3:22])([CH3:21])[CH3:23])[CH2:12]2)=[CH:3][CH:4]=1)#[N:7]. (6) Given the reactants [NH:1]=[C:2]1[N:6]([CH:7]([CH2:13][CH3:14])[C:8]([O:10][CH2:11][CH3:12])=[O:9])[C:5]2[CH:15]=[CH:16][CH:17]=[CH:18][C:4]=2[S:3]1.[O:19]([C:26]1[CH:34]=[CH:33][C:29]([C:30](O)=[O:31])=[CH:28][CH:27]=1)[C:20]1[CH:25]=[CH:24][CH:23]=[CH:22][CH:21]=1.F[P-](F)(F)(F)(F)F.N1(O[P+](N(C)C)(N(C)C)N(C)C)C2C=CC=CC=2N=N1.C(N(C(C)C)CC)(C)C, predict the reaction product. The product is: [O:19]([C:26]1[CH:27]=[CH:28][C:29]([C:30]([N:1]=[C:2]2[N:6]([CH:7]([CH2:13][CH3:14])[C:8]([O:10][CH2:11][CH3:12])=[O:9])[C:5]3[CH:15]=[CH:16][CH:17]=[CH:18][C:4]=3[S:3]2)=[O:31])=[CH:33][CH:34]=1)[C:20]1[CH:21]=[CH:22][CH:23]=[CH:24][CH:25]=1. (7) Given the reactants C[O:2][C:3]1[CH:8]=[CH:7][C:6]([C:9]2[N:10]=[CH:11][N:12]([CH2:14][CH2:15][C:16]([NH2:19])([CH3:18])[CH3:17])[CH:13]=2)=[CH:5][CH:4]=1.Cl.N1C=CC=CC=1.[OH-].[Na+], predict the reaction product. The product is: [OH:2][C:3]1[CH:4]=[CH:5][C:6]([C:9]2[N:10]=[CH:11][N:12]([CH2:14][CH2:15][C:16]([NH2:19])([CH3:17])[CH3:18])[CH:13]=2)=[CH:7][CH:8]=1.